Dataset: Catalyst prediction with 721,799 reactions and 888 catalyst types from USPTO. Task: Predict which catalyst facilitates the given reaction. (1) Reactant: C(OC([C:7]1([CH2:14][C:15]2[CH:20]=[CH:19][C:18]([Br:21])=[CH:17][CH:16]=2)[C:12](=[O:13])[CH:11]=[CH:10][S:9][CH2:8]1)=O)C=C. Product: [Br:21][C:18]1[CH:17]=[CH:16][C:15]([CH2:14][CH:7]2[C:12](=[O:13])[CH:11]=[CH:10][S:9][CH2:8]2)=[CH:20][CH:19]=1. The catalyst class is: 176. (2) Reactant: [CH:1]([CH:3]1[CH2:11][C:10]2[C:5](=[CH:6][CH:7]=[CH:8][CH:9]=2)[N:4]1[C:12]([O:14][C:15]([CH3:18])([CH3:17])[CH3:16])=[O:13])=O.[C:19]([O-])(=O)[CH3:20].[NH4+:23].[OH-].[Na+]. Product: [CH3:1][C:3]1[NH:4][C:1]([CH:3]2[CH2:11][C:10]3[C:5](=[CH:6][CH:7]=[CH:8][CH:9]=3)[N:4]2[C:12]([O:14][C:15]([CH3:18])([CH3:17])[CH3:16])=[O:13])=[N:23][C:11]=1[CH2:10][CH2:19][CH3:20]. The catalyst class is: 15. (3) Reactant: [OH:1][C@H:2]([CH3:6])[C:3]([NH2:5])=[O:4].[H-].[Na+].[O:9]1[C:13]2[CH:14]=[CH:15][CH:16]=[CH:17][C:12]=2[CH:11]=[C:10]1[C:18]1[N:22]2[N:23]=[C:24](Cl)[CH:25]=[CH:26][C:21]2=[N:20][CH:19]=1. Product: [O:9]1[C:13]2[CH:14]=[CH:15][CH:16]=[CH:17][C:12]=2[CH:11]=[C:10]1[C:18]1[N:22]2[N:23]=[C:24]([NH:5][C:3](=[O:4])[C@H:2]([OH:1])[CH3:6])[CH:25]=[CH:26][C:21]2=[N:20][CH:19]=1. The catalyst class is: 3. (4) Reactant: [N:1]([C@@H:4]1[CH2:23][N:7]2[C:8](=[O:22])[N:9]([C:11]3[CH:16]=[CH:15][C:14]([O:17][C:18]([F:21])([F:20])[F:19])=[CH:13][CH:12]=3)[CH2:10][C@@H:6]2[CH2:5]1)=[N+]=[N-]. Product: [NH2:1][C@@H:4]1[CH2:23][N:7]2[C:8](=[O:22])[N:9]([C:11]3[CH:16]=[CH:15][C:14]([O:17][C:18]([F:21])([F:19])[F:20])=[CH:13][CH:12]=3)[CH2:10][C@@H:6]2[CH2:5]1. The catalyst class is: 123. (5) Reactant: [NH2:1][C:2]([NH:4][C:5]([NH2:7])=[O:6])=[O:3].[Cl:8][C:9]1[N:14]=[C:13]([C:15](OC)=O)[CH:12]=[CH:11][CH:10]=1.C(OC)(OC)OC.C(O)(C(F)(F)F)=O.CC[O-].[Na+].Cl. Product: [Cl:8][C:9]1[N:14]=[C:13]([C:15]2[NH:7][C:5](=[O:6])[NH:4][C:2](=[O:3])[N:1]=2)[CH:12]=[CH:11][CH:10]=1. The catalyst class is: 14. (6) Reactant: [Cl:1][C:2]1[CH:7]=[CH:6][C:5]([C@@:8]2([O:19][CH3:20])[C@H:13]([OH:14])[C@@H:12]([OH:15])[C@H:11]([OH:16])[C@@H:10]([CH2:17][OH:18])[O:9]2)=[CH:4][C:3]=1[CH2:21][C:22]1[CH:27]=[CH:26][C:25]([O:28][CH3:29])=[C:24]([F:30])[C:23]=1[F:31].[CH3:32][Si:33]([CH3:36])([CH3:35])Cl. Product: [Cl:1][C:2]1[CH:7]=[CH:6][C:5]([C@@:8]2([O:19][CH3:20])[C@H:13]([OH:14])[C@@H:12]([OH:15])[C@H:11]([OH:16])[C@@H:10]([CH2:17][O:18][Si:33]([CH3:36])([CH3:35])[CH3:32])[O:9]2)=[CH:4][C:3]=1[CH2:21][C:22]1[CH:27]=[CH:26][C:25]([O:28][CH3:29])=[C:24]([F:30])[C:23]=1[F:31]. The catalyst class is: 537. (7) Reactant: [CH3:1][S:2]([C:5]1[CH:13]=[C:12]2[C:8]([C:9]([S:16][C:17]3[CH:22]=[CH:21][CH:20]=[CH:19][CH:18]=3)=[C:10]([CH2:14][OH:15])[NH:11]2)=[CH:7][CH:6]=1)(=[O:4])=[O:3].CS(C)=O.C(Cl)(=O)C([Cl:30])=O.C(N(CC)CC)C. Product: [Cl:30][C:18]1[CH:19]=[CH:20][CH:21]=[CH:22][C:17]=1[S:16][C:9]1[C:8]2[C:12](=[CH:13][C:5]([S:2]([CH3:1])(=[O:3])=[O:4])=[CH:6][CH:7]=2)[NH:11][C:10]=1[CH:14]=[O:15]. The catalyst class is: 2.